From a dataset of Reaction yield outcomes from USPTO patents with 853,638 reactions. Predict the reaction yield, written as a fraction of the theoretical maximum amount of product (1.0 means a 100% yield; for example, 0.34 means a 34% yield). (1) The reactants are [F:1][C:2]1[CH:7]=[C:6]([N+:8]([O-:10])=[O:9])[CH:5]=[CH:4][C:3]=1[OH:11].[CH2:12](Br)[C:13]1[CH:18]=[CH:17][CH:16]=[CH:15][CH:14]=1.C(=O)([O-])[O-].[K+].[K+]. The catalyst is CC(C)=O. The product is [F:1][C:2]1[CH:7]=[C:6]([N+:8]([O-:10])=[O:9])[CH:5]=[CH:4][C:3]=1[O:11][CH2:12][C:13]1[CH:18]=[CH:17][CH:16]=[CH:15][CH:14]=1. The yield is 0.970. (2) The reactants are [C:1]([O:4][C@H:5]1[C@H:10]([NH2:11])[C@@H:9]([O:12][C:13](=[O:15])[CH3:14])[C@H:8]([O:16][C:17](=[O:19])[CH3:18])[C@@H:7]([CH2:20][O:21][C:22](=[O:24])[CH3:23])[O:6]1)(=[O:3])[CH3:2].[CH:25]1[C:37]2[CH:36]([CH2:38][O:39][C:40]([N:42]=[C:43]=[S:44])=[O:41])[C:35]3[C:30](=[CH:31][CH:32]=[CH:33][CH:34]=3)[C:29]=2[CH:28]=[CH:27][CH:26]=1.C(N(CC)CC)C. The catalyst is N1C=CC=CC=1. The product is [C:1]([O:4][C@H:5]1[C@H:10]([NH:11][C:43]([NH:42][C:40]([O:39][CH2:38][CH:36]2[C:35]3[CH:34]=[CH:33][CH:32]=[CH:31][C:30]=3[C:29]3[C:37]2=[CH:25][CH:26]=[CH:27][CH:28]=3)=[O:41])=[S:44])[C@@H:9]([O:12][C:13](=[O:15])[CH3:14])[C@H:8]([O:16][C:17](=[O:19])[CH3:18])[C@@H:7]([CH2:20][O:21][C:22](=[O:24])[CH3:23])[O:6]1)(=[O:3])[CH3:2]. The yield is 0.890. (3) The reactants are Cl.[NH:2]1[CH2:5][CH:4]([OH:6])[CH2:3]1.Br[C:8]1[CH:13]=[CH:12][N:11]2[C:14]3[CH:20]=[CH:19][CH:18]=[CH:17][C:15]=3[N:16]=[C:10]2[N:9]=1.C(N(CC)CC)C. The catalyst is O. The product is [N:9]1[C:10]2[N:11]([C:14]3[CH:20]=[CH:19][CH:18]=[CH:17][C:15]=3[N:16]=2)[CH:12]=[CH:13][C:8]=1[N:2]1[CH2:5][CH:4]([OH:6])[CH2:3]1. The yield is 0.990. (4) The product is [NH2:19][C@@H:17]([CH3:18])[C:16]([NH:15][C@@H:13]1[C:12](=[O:28])[N:11]([CH2:29][C:30]2[C:39]3[C:34](=[CH:35][CH:36]=[CH:37][CH:38]=3)[CH:33]=[CH:32][C:31]=2[O:40][CH3:41])[C:10]2[CH:42]=[CH:43][CH:44]=[CH:45][C:9]=2[N:8]([C:6](=[O:7])[C:5]2[CH:4]=[CH:3][C:2]([NH2:1])=[CH:47][CH:46]=2)[CH2:14]1)=[O:27]. The reactants are [NH2:1][C:2]1[CH:47]=[CH:46][C:5]([C:6]([N:8]2[CH2:14][C@H:13]([NH:15][C:16](=[O:27])[C@@H:17]([NH:19]C(=O)OC(C)(C)C)[CH3:18])[C:12](=[O:28])[N:11]([CH2:29][C:30]3[C:39]4[C:34](=[CH:35][CH:36]=[CH:37][CH:38]=4)[CH:33]=[CH:32][C:31]=3[O:40][CH3:41])[C:10]3[CH:42]=[CH:43][CH:44]=[CH:45][C:9]2=3)=[O:7])=[CH:4][CH:3]=1. The catalyst is Cl.O1CCOCC1. The yield is 0.990. (5) The reactants are [CH3:1][S:2]([O:5][CH2:6][C@H:7]1[CH2:18][CH2:17][C:16]2[S:15][C:14]3[N:13]=[CH:12][N:11]=[C:10]([O:19][CH:20]4[CH2:25][CH2:24][C:23](=O)[CH2:22][CH2:21]4)[C:9]=3[C:8]1=2)(=[O:4])=[O:3].[NH:27]1[CH2:32][CH2:31][NH:30][CH2:29][C:28]1=[O:33].C(O)(=O)C.[Na]BCC(O)=O.C(OOC(=O)C)(=O)C. The catalyst is CO. The product is [CH3:1][S:2]([O:5][CH2:6][C@H:7]1[CH2:18][CH2:17][C:16]2[S:15][C:14]3[N:13]=[CH:12][N:11]=[C:10]([O:19][CH:20]4[CH2:25][CH2:24][CH:23]([N:30]5[CH2:31][CH2:32][NH:27][C:28](=[O:33])[CH2:29]5)[CH2:22][CH2:21]4)[C:9]=3[C:8]1=2)(=[O:4])=[O:3]. The yield is 0.740.